From a dataset of Forward reaction prediction with 1.9M reactions from USPTO patents (1976-2016). Predict the product of the given reaction. (1) Given the reactants [CH:1](=O)[C:2]1[CH:7]=[CH:6][CH:5]=[CH:4][CH:3]=1.[C:9](#[N:13])[CH2:10][C:11]#[N:12].C(N(CC)CC)C.[CH3:21][N:22]1[C:26](=[O:27])[CH2:25][C:24]([C:28]2[CH:33]=[CH:32][CH:31]=[CH:30][CH:29]=2)=[N:23]1, predict the reaction product. The product is: [NH2:12][C:11]1[O:27][C:26]2[N:22]([CH3:21])[N:23]=[C:1]([C:2]3[CH:7]=[CH:6][CH:5]=[CH:4][CH:3]=3)[C:25]=2[CH:24]([C:28]2[CH:33]=[CH:32][CH:31]=[CH:30][CH:29]=2)[C:10]=1[C:9]#[N:13]. (2) The product is: [Cl:1][C:2]1[C:11]2[C:6](=[CH:7][CH:8]=[CH:9][CH:10]=2)[N:5]=[CH:4][C:3]=1[C:12](=[O:13])[CH3:18]. Given the reactants [Cl:1][C:2]1[C:11]2[C:6](=[CH:7][CH:8]=[CH:9][CH:10]=2)[N:5]=[CH:4][C:3]=1[C:12](N(OC)C)=[O:13].[CH3:18][Mg]Br, predict the reaction product. (3) Given the reactants Cl[CH2:2][C:3]1[N:4]=[CH:5][N:6]([C:8]2[CH:13]=[CH:12][C:11]([Cl:14])=[C:10]([Cl:15])[CH:9]=2)[CH:7]=1.[NH:16]1[CH:20]=[CH:19][N:18]=[C:17]1[CH:21]=[O:22].C(=O)([O-])[O-].[Cs+].[Cs+], predict the reaction product. The product is: [Cl:15][C:10]1[CH:9]=[C:8]([N:6]2[CH:7]=[C:3]([CH2:2][N:16]3[CH:20]=[CH:19][N:18]=[C:17]3[CH:21]=[O:22])[N:4]=[CH:5]2)[CH:13]=[CH:12][C:11]=1[Cl:14].